Dataset: Catalyst prediction with 721,799 reactions and 888 catalyst types from USPTO. Task: Predict which catalyst facilitates the given reaction. (1) Reactant: [NH2:1][C:2]1[CH:7]=[CH:6][CH:5]=[CH:4][C:3]=1[SH:8].Cl[CH2:10][C:11](=O)[CH2:12][C:13]([O:15][CH2:16][CH3:17])=[O:14]. Product: [S:8]1[C:3]2[CH:4]=[CH:5][CH:6]=[CH:7][C:2]=2[NH:1]/[C:11](=[CH:12]/[C:13]([O:15][CH2:16][CH3:17])=[O:14])/[CH2:10]1. The catalyst class is: 5. (2) The catalyst class is: 10. Product: [C:21]([O:20][C:18]([N:10]([CH2:2][C:3](=[CH2:9])[C:4]([O:6][CH2:7][CH3:8])=[O:5])[C:11]([O:13][C:14]([CH3:17])([CH3:16])[CH3:15])=[O:12])=[O:19])([CH3:24])([CH3:23])[CH3:22]. Reactant: Br[CH2:2][C:3](=[CH2:9])[C:4]([O:6][CH2:7][CH3:8])=[O:5].[NH:10]([C:18]([O:20][C:21]([CH3:24])([CH3:23])[CH3:22])=[O:19])[C:11]([O:13][C:14]([CH3:17])([CH3:16])[CH3:15])=[O:12].C(=O)([O-])[O-].[K+].[K+]. (3) Reactant: [NH2:1][C:2]1[CH:3]=[CH:4][C:5](Br)=[C:6]([CH:11]=1)[C:7]([O:9][CH3:10])=[O:8].[O:13]1[CH:17]=[CH:16][CH:15]=[C:14]1B(O)O.C(=O)([O-])[O-].[K+].[K+].Cl. Product: [NH2:1][C:2]1[CH:3]=[CH:4][C:5]([C:14]2[O:13][CH:17]=[CH:16][CH:15]=2)=[C:6]([CH:11]=1)[C:7]([O:9][CH3:10])=[O:8]. The catalyst class is: 70. (4) Reactant: [Cl:1][C:2]1[CH:7]=[C:6]([O:8][C:9]2[C:18]3[C:13](=[CH:14][C:15]([O:21][CH3:22])=[C:16]([O:19][CH3:20])[CH:17]=3)[N:12]=[CH:11][CH:10]=2)[CH:5]=[CH:4][C:3]=1[NH:23][C:24]([NH:26][C:27]1[CH:31]=[C:30]([CH3:32])[O:29][N:28]=1)=[O:25].CO.[CH3:35][S:36]([OH:39])(=[O:38])=[O:37].C(#N)C. Product: [CH3:35][S:36]([OH:39])(=[O:38])=[O:37].[Cl:1][C:2]1[CH:7]=[C:6]([O:8][C:9]2[C:18]3[C:13](=[CH:14][C:15]([O:21][CH3:22])=[C:16]([O:19][CH3:20])[CH:17]=3)[N:12]=[CH:11][CH:10]=2)[CH:5]=[CH:4][C:3]=1[NH:23][C:24]([NH:26][C:27]1[CH:31]=[C:30]([CH3:32])[O:29][N:28]=1)=[O:25]. The catalyst class is: 80.